This data is from Full USPTO retrosynthesis dataset with 1.9M reactions from patents (1976-2016). The task is: Predict the reactants needed to synthesize the given product. Given the product [C:24]([O:28][C:29](=[O:30])[NH:31][CH:32]([CH:36]1[CH2:38][CH2:37]1)[C:33]([NH2:3])=[O:34])([CH3:27])([CH3:26])[CH3:25], predict the reactants needed to synthesize it. The reactants are: CC[N:3]=C=NCCCN(C)C.Cl.C(N(C(C)C)CC)(C)C.[Cl-].[NH4+].[C:24]([O:28][C:29]([NH:31][CH:32]([CH:36]1[CH2:38][CH2:37]1)[C:33](O)=[O:34])=[O:30])([CH3:27])([CH3:26])[CH3:25].C(=O)([O-])O.[Na+].